Dataset: Catalyst prediction with 721,799 reactions and 888 catalyst types from USPTO. Task: Predict which catalyst facilitates the given reaction. Reactant: [Cl:1][C:2]1[N:10](CC=C)[C:9]2[C:8](=[O:14])[NH:7][C:6](=[O:15])[N:5]([CH2:16][CH2:17][CH3:18])[C:4]=2[N:3]=1.C(=O)([O-])[O-].[Cs+].[Cs+].Br[CH2:26][C:27]#[N:28].N1CCOCC1.Cl. Product: [Cl:1][C:2]1[NH:10][C:9]2[C:8](=[O:14])[N:7]([CH2:26][C:27]#[N:28])[C:6](=[O:15])[N:5]([CH2:16][CH2:17][CH3:18])[C:4]=2[N:3]=1. The catalyst class is: 128.